Regression/Classification. Given a drug SMILES string, predict its absorption, distribution, metabolism, or excretion properties. Task type varies by dataset: regression for continuous measurements (e.g., permeability, clearance, half-life) or binary classification for categorical outcomes (e.g., BBB penetration, CYP inhibition). For this dataset (clearance_microsome_az), we predict log10(clearance) (log10 of the in vitro intrinsic clearance, CLint, in uL/min per mg of human liver microsomal protein, equivalently mL/min/g; values are censored to the assay range of 3 to 150, which is 0.477 to 2.18 on this log10 scale). From a dataset of Microsomal clearance measurements from AstraZeneca. (1) The compound is Cc1ccc(S(=O)(=O)Nc2c(C(=O)N[C@@H](C)C(C)(C)C)c(C)nn2C2CCCC2)cc1. The log10(clearance) is 1.32. (2) The drug is CC1(CCCc2cc(=O)oc3[nH]c(=O)[nH]c(=O)c23)CC1. The log10(clearance) is 0.480. (3) The drug is CCOc1cc2ncc(C(N)=O)c(Nc3ccc(C)cc3F)c2cc1N1CCN(C)CC1. The log10(clearance) is 1.41. (4) The drug is CCN(CC)c1ccc2cc(C(C)=O)c(=O)oc2c1. The log10(clearance) is 2.08. (5) The drug is CCN(C(=O)Cc1ccc([N+](=O)[O-])cc1)C1CCN(CCC(c2ccccc2)c2ccccc2)CC1. The log10(clearance) is 1.11. (6) The compound is CC(C)Cn1c(=O)n(C)c(=O)c2c(C(=O)N3CCCC3)c(Cc3ccccc3C(F)(F)F)sc21. The log10(clearance) is 2.18. (7) The molecule is Nc1ccc(OCCc2ccccc2)cc1. The log10(clearance) is 1.76.